This data is from Full USPTO retrosynthesis dataset with 1.9M reactions from patents (1976-2016). The task is: Predict the reactants needed to synthesize the given product. (1) Given the product [CH2:5]([O:4][C:2]([N:20]1[CH2:19][CH2:18][C:17]2[C:22](=[CH:23][CH:24]=[C:15]([O:14][CH2:7][C:8]3[CH:9]=[CH:10][CH:11]=[CH:12][CH:13]=3)[CH:16]=2)[CH:21]1[C:25]1[CH:30]=[CH:29][C:28]([O:31][CH2:32][CH2:33][N:34]2[CH2:35][CH2:36][CH2:37][CH2:38]2)=[CH:27][CH:26]=1)=[O:3])[CH3:6], predict the reactants needed to synthesize it. The reactants are: Cl[C:2]([O:4][CH2:5][CH3:6])=[O:3].[CH2:7]([O:14][C:15]1[CH:16]=[C:17]2[C:22](=[CH:23][CH:24]=1)[CH:21]([C:25]1[CH:30]=[CH:29][C:28]([O:31][CH2:32][CH2:33][N:34]3[CH2:38][CH2:37][CH2:36][CH2:35]3)=[CH:27][CH:26]=1)[NH:20][CH2:19][CH2:18]2)[C:8]1[CH:13]=[CH:12][CH:11]=[CH:10][CH:9]=1.CCN(CC)CC. (2) Given the product [F:1][C:2]1[CH:3]=[C:4]([C@:15]([NH:30][C:31](=[O:36])[CH2:32][CH:33]([OH:35])[CH3:34])([C:23]2[CH:24]=[CH:25][C:26]([F:29])=[CH:27][CH:28]=2)[CH2:16][C:17]2[CH:18]=[CH:19][CH:20]=[CH:21][CH:22]=2)[CH:5]=[C:6]([O:8][C:9]([F:14])([F:13])[CH:10]([F:12])[F:11])[CH:7]=1, predict the reactants needed to synthesize it. The reactants are: [F:1][C:2]1[CH:3]=[C:4]([C@:15]([NH:30][C:31](=[O:36])[CH2:32][C:33](=[O:35])[CH3:34])([C:23]2[CH:28]=[CH:27][C:26]([F:29])=[CH:25][CH:24]=2)[CH2:16][C:17]2[CH:22]=[CH:21][CH:20]=[CH:19][CH:18]=2)[CH:5]=[C:6]([O:8][C:9]([F:14])([F:13])[CH:10]([F:12])[F:11])[CH:7]=1.[BH4-].[Na+]. (3) Given the product [NH2:52][C@@H:22]([CH2:23][S:24][CH2:25][C@H:26]([O:40][C:41](=[O:51])[NH:42][CH2:43][CH2:44][CH2:45][CH2:46][CH2:47][CH2:48][CH2:49][CH3:50])[CH2:27][O:28][C:29](=[O:39])[NH:30][CH2:31][CH2:32][CH2:33][CH2:34][CH2:35][CH2:36][CH2:37][CH3:38])[C:21](=[O:63])[NH:20][CH2:19][CH2:18][O:17][CH2:16][CH2:15][O:14][CH2:13][CH2:12][O:11][CH2:10][CH2:9][P:4](=[O:3])([OH:5])[OH:8], predict the reactants needed to synthesize it. The reactants are: C([O:3][P:4]([CH2:9][CH2:10][O:11][CH2:12][CH2:13][O:14][CH2:15][CH2:16][O:17][CH2:18][CH2:19][NH:20][C:21](=[O:63])[C@@H:22]([NH:52]C(OCC1C=CC=CC=1)=O)[CH2:23][S:24][CH2:25][C@H:26]([O:40][C:41](=[O:51])[NH:42][CH2:43][CH2:44][CH2:45][CH2:46][CH2:47][CH2:48][CH2:49][CH3:50])[CH2:27][O:28][C:29](=[O:39])[NH:30][CH2:31][CH2:32][CH2:33][CH2:34][CH2:35][CH2:36][CH2:37][CH3:38])(=[O:8])[O:5]CC)C.C[Si](Br)(C)C. (4) Given the product [CH2:41]([O:40][C:38](=[O:39])[CH2:37][CH2:36][N:22]1[N:23]=[N:24][C:20]([CH2:19][O:18][C:15]2[CH:14]=[CH:13][C:12]([C:10](=[N:9][O:8][CH2:7][C:6]3[CH:25]=[CH:26][C:3]([C:2]([F:28])([F:27])[F:1])=[CH:4][CH:5]=3)[CH3:11])=[CH:44][N:45]=2)=[N:21]1)[CH3:42], predict the reactants needed to synthesize it. The reactants are: [F:1][C:2]([F:28])([F:27])[C:3]1[CH:26]=[CH:25][C:6]([CH2:7][O:8]/[N:9]=[C:10](/[C:12]2C=C[C:15]([O:18][CH2:19][C:20]3[NH:24][N:23]=[N:22][N:21]=3)=[CH:14][CH:13]=2)\[CH3:11])=[CH:5][CH:4]=1.C(=O)([O-])[O-].[Cs+].[Cs+].Br[CH2:36][CH2:37][C:38]([O:40][CH2:41][CH3:42])=[O:39].O.[CH3:44][N:45](C=O)C. (5) Given the product [F:12][C:9]1[CH:10]=[CH:11][C:6]([CH:5]([C:13]2[CH:18]=[CH:17][C:16]([F:19])=[CH:15][CH:14]=2)[CH2:4][CH2:3][CH2:2][N:35]2[CH2:36][CH2:37][CH:32]([C:27]3[CH:26]=[C:25]([NH:24][C:22](=[O:23])[CH:21]([CH3:20])[CH3:38])[CH:30]=[CH:29][C:28]=3[CH3:31])[CH2:33][CH2:34]2)=[CH:7][CH:8]=1, predict the reactants needed to synthesize it. The reactants are: Cl[CH2:2][CH2:3][CH2:4][CH:5]([C:13]1[CH:18]=[CH:17][C:16]([F:19])=[CH:15][CH:14]=1)[C:6]1[CH:11]=[CH:10][C:9]([F:12])=[CH:8][CH:7]=1.[CH3:20][CH:21]([CH3:38])[C:22]([NH:24][C:25]1[CH:30]=[CH:29][C:28]([CH3:31])=[C:27]([CH:32]2[CH2:37][CH2:36][NH:35][CH2:34][CH2:33]2)[CH:26]=1)=[O:23]. (6) Given the product [NH2:2][CH2:1][C:3]1[CH:4]=[C:5]([NH:15][C:16](=[O:20])[N:17]([CH3:18])[CH3:19])[CH:6]=[CH:7][C:8]=1[S:9]([CH:12]([CH3:14])[CH3:13])(=[O:11])=[O:10], predict the reactants needed to synthesize it. The reactants are: [C:1]([C:3]1[CH:4]=[C:5]([NH:15][C:16](=[O:20])[N:17]([CH3:19])[CH3:18])[CH:6]=[CH:7][C:8]=1[S:9]([CH:12]([CH3:14])[CH3:13])(=[O:11])=[O:10])#[N:2]. (7) Given the product [Cl:60][C:59]1[C:54]([N:51]2[C:47]3=[N:48][CH:49]=[N:50][C:45]([O:44][C@@H:32]([CH2:31][O:30][C@H:28]([CH3:29])[CH2:27][OH:26])[C:33]([NH:35][C:36]4[CH:41]=[CH:40][C:39]([C:42]#[N:43])=[CH:38][N:37]=4)=[O:34])=[C:46]3[CH:53]=[N:52]2)=[N:55][CH:56]=[CH:57][CH:58]=1, predict the reactants needed to synthesize it. The reactants are: [F-].C([N+](CCCC)(CCCC)CCCC)CCC.[Si]([O:26][CH2:27][C@H:28]([O:30][CH2:31][C@H:32]([O:44][C:45]1[N:50]=[CH:49][N:48]=[C:47]2[N:51]([C:54]3[C:59]([Cl:60])=[CH:58][CH:57]=[CH:56][N:55]=3)[N:52]=[CH:53][C:46]=12)[C:33]([NH:35][C:36]1[CH:41]=[CH:40][C:39]([C:42]#[N:43])=[CH:38][N:37]=1)=[O:34])[CH3:29])(C(C)(C)C)(C)C.